Task: Predict the product of the given reaction.. Dataset: Forward reaction prediction with 1.9M reactions from USPTO patents (1976-2016) (1) Given the reactants [CH2:1]([O:3][C:4](=[CH:10][C:11]1[CH:12]=[N:13][C:14]([O:17][CH2:18][CH2:19][C:20]2[N:21]=[C:22]([C:26]3[CH:31]=[CH:30][CH:29]=[CH:28][CH:27]=3)[O:23][C:24]=2[CH3:25])=[CH:15][CH:16]=1)[C:5]([O:7][CH2:8][CH3:9])=[O:6])[CH3:2], predict the reaction product. The product is: [CH2:1]([O:3][CH:4]([CH2:10][C:11]1[CH:12]=[N:13][C:14]([O:17][CH2:18][CH2:19][C:20]2[N:21]=[C:22]([C:26]3[CH:31]=[CH:30][CH:29]=[CH:28][CH:27]=3)[O:23][C:24]=2[CH3:25])=[CH:15][CH:16]=1)[C:5]([O:7][CH2:8][CH3:9])=[O:6])[CH3:2]. (2) Given the reactants C[O:2][C:3](=O)[C:4]1[CH:9]=[CH:8][CH:7]=[CH:6][C:5]=1[N:10]([S:17]([CH3:20])(=[O:19])=[O:18])[C:11]1[CH:16]=[CH:15][CH:14]=[CH:13][CH:12]=1.C[Si]([N-][Si](C)(C)C)(C)C.[Na+], predict the reaction product. The product is: [C:11]1([N:10]2[C:5]3[CH:6]=[CH:7][CH:8]=[CH:9][C:4]=3[C:3](=[O:2])[CH2:20][S:17]2(=[O:19])=[O:18])[CH:16]=[CH:15][CH:14]=[CH:13][CH:12]=1. (3) Given the reactants C([O:3][C:4]([C:6]1[N:7]=[C:8]([C:11]2[CH:16]=[CH:15][C:14]([C:17](=[O:21])[NH:18][CH2:19][CH3:20])=[CH:13][CH:12]=2)[O:9][CH:10]=1)=[O:5])C.[OH-].[Na+], predict the reaction product. The product is: [CH2:19]([NH:18][C:17]([C:14]1[CH:13]=[CH:12][C:11]([C:8]2[O:9][CH:10]=[C:6]([C:4]([OH:5])=[O:3])[N:7]=2)=[CH:16][CH:15]=1)=[O:21])[CH3:20]. (4) The product is: [F:12][C:10]1[CH:9]=[CH:8][C:7]([S:13][CH3:14])=[C:6]([C:4](=[O:5])[CH2:3][N:2]2[CH:21]=[CH:25][CH:24]=[CH:23]2)[CH:11]=1. Given the reactants Cl.[NH2:2][CH2:3][C:4]([C:6]1[CH:11]=[C:10]([F:12])[CH:9]=[CH:8][C:7]=1[S:13][CH3:14])=[O:5].C(O)(=O)C.CO[CH:21]1[CH2:25][CH2:24][CH:23](OC)O1, predict the reaction product. (5) Given the reactants [CH:1]12[CH2:7][CH:4]([CH:5]=[CH:6]1)[CH2:3][CH:2]2[C:8](F)=[O:9].[F-:11].[K+].[C:13]([Si](C)(C)C)([F:16])([F:15])[F:14], predict the reaction product. The product is: [F:11][C:2]1([C:8]([OH:9])([C:13]([F:16])([F:15])[F:14])[C:13]([F:16])([F:15])[F:14])[CH2:3][CH:4]2[CH2:7][CH:1]1[CH:6]=[CH:5]2. (6) Given the reactants Br[CH2:2][C:3]1[CH:8]=[CH:7][C:6]([O:9][CH3:10])=[CH:5][C:4]=1[N+:11]([O-:13])=[O:12].CCO.[C-:17]#[N:18].[K+], predict the reaction product. The product is: [CH3:10][O:9][C:6]1[CH:7]=[CH:8][C:3]([CH2:2][C:17]#[N:18])=[C:4]([N+:11]([O-:13])=[O:12])[CH:5]=1. (7) Given the reactants [F:1][C:2]1([F:17])[C:7]([F:9])([F:8])[C:6]([F:11])([F:10])[C:5]([F:13])([F:12])[C:4]([F:15])([F:14])[C:3]1=[O:16].[Cl:18][C:19]([Cl:24])([Cl:23])C(O)=O, predict the reaction product. The product is: [F:1][C:2]1([F:17])[C:7]([F:9])([F:8])[C:6]([F:10])([F:11])[C:5]([F:12])([F:13])[C:4]([F:14])([F:15])[C:3]1([C:19]([Cl:24])([Cl:23])[Cl:18])[OH:16]. (8) The product is: [Cl:26][C:4]1[CH:3]=[C:2]([NH:1][C:34]([C:32]2[O:33][C:29]([CH2:27][OH:28])=[CH:30][CH:31]=2)=[O:35])[CH:25]=[CH:24][C:5]=1[CH2:6][CH:7]1[CH2:11][CH2:10][N:9]([CH:12]2[CH:13]3[CH2:14][CH:15]4[CH2:16][C:17]([OH:22])([CH2:18][CH:19]2[CH2:20]4)[CH2:21]3)[C:8]1=[O:23]. Given the reactants [NH2:1][C:2]1[CH:25]=[CH:24][C:5]([CH2:6][CH:7]2[CH2:11][CH2:10][N:9]([CH:12]3[CH:19]4[CH2:20][CH:15]5[CH2:16][C:17]([OH:22])([CH2:21][CH:13]3[CH2:14]5)[CH2:18]4)[C:8]2=[O:23])=[C:4]([Cl:26])[CH:3]=1.[CH:27]([C:29]1[O:33][C:32]([C:34](O)=[O:35])=[CH:31][CH:30]=1)=[O:28].O=C1N(P(Cl)(N2CCOC2=O)=O)CCO1.[BH4-].[Na+], predict the reaction product. (9) Given the reactants [N:1]([CH2:4][C@@H:5]1[CH2:10][N:9]([C:11]([O:13][C:14]([CH3:17])([CH3:16])[CH3:15])=[O:12])[C:8]2[CH:18]=[CH:19][CH:20]=[C:21](Br)[C:7]=2[O:6]1)=[N+:2]=[N-:3].O.[Cl:24][C:25]1[CH:30]=[C:29]([Cl:31])[CH:28]=[CH:27][C:26]=1B(O)O.C(=O)([O-])[O-].[K+].[K+], predict the reaction product. The product is: [N:1]([CH2:4][C@@H:5]1[CH2:10][N:9]([C:11]([O:13][C:14]([CH3:17])([CH3:16])[CH3:15])=[O:12])[C:8]2[CH:18]=[CH:19][CH:20]=[C:21]([C:28]3[CH:27]=[CH:26][C:25]([Cl:24])=[CH:30][C:29]=3[Cl:31])[C:7]=2[O:6]1)=[N+:2]=[N-:3]. (10) The product is: [Cl:23][C:24]1[N:29]=[CH:28][C:27]([O:18][CH2:17][CH2:16][CH2:15][CH:12]2[CH2:13][CH2:14][N:9]([C:7]3[O:6][N:5]=[C:4]([CH:1]([CH3:3])[CH3:2])[N:8]=3)[CH2:10][CH2:11]2)=[CH:26][N:25]=1. Given the reactants [CH:1]([C:4]1[N:8]=[C:7]([N:9]2[CH2:14][CH2:13][CH:12]([CH2:15][CH2:16][CH2:17][O:18]S(C)(=O)=O)[CH2:11][CH2:10]2)[O:6][N:5]=1)([CH3:3])[CH3:2].[Cl:23][C:24]1[N:29]=[CH:28][C:27](O)=[CH:26][N:25]=1, predict the reaction product.